From a dataset of Forward reaction prediction with 1.9M reactions from USPTO patents (1976-2016). Predict the product of the given reaction. (1) Given the reactants [NH2:1][C:2]1[CH:7]=[CH:6][C:5]([S:8][C:9]2[CH:10]=[CH:11][C:12]3[CH2:16][O:15][B:14]([OH:17])[C:13]=3[CH:18]=2)=[CH:4][CH:3]=1.CCN(CC)CC.[C:26](Cl)(=[O:33])[C:27]1[CH:32]=[CH:31][CH:30]=[CH:29][CH:28]=1, predict the reaction product. The product is: [OH:17][B:14]1[C:13]2[CH:18]=[C:9]([S:8][C:5]3[CH:4]=[CH:3][C:2]([NH:1][C:26](=[O:33])[C:27]4[CH:32]=[CH:31][CH:30]=[CH:29][CH:28]=4)=[CH:7][CH:6]=3)[CH:10]=[CH:11][C:12]=2[CH2:16][O:15]1. (2) Given the reactants [OH:1][C:2]1[CH:7]=[CH:6][C:5]([CH:8]([C:14]#[C:15][CH3:16])[CH2:9][C:10]([O:12][CH3:13])=[O:11])=[CH:4][CH:3]=1.C(=O)([O-])[O-].[K+].[K+].[CH2:23](Br)[C:24]1[CH:29]=[CH:28][CH:27]=[CH:26][CH:25]=1, predict the reaction product. The product is: [CH2:23]([O:1][C:2]1[CH:3]=[CH:4][C:5]([CH:8]([C:14]#[C:15][CH3:16])[CH2:9][C:10]([O:12][CH3:13])=[O:11])=[CH:6][CH:7]=1)[C:24]1[CH:29]=[CH:28][CH:27]=[CH:26][CH:25]=1. (3) Given the reactants [OH:1][C@@H:2]1[C@H:15]2[C@@H:6]([CH2:7][CH2:8][C:9]3[C@:14]2([CH3:16])[CH2:13][CH:12]([CH:17]=O)[C:11](=O)[CH:10]=3)[C@@H:5]2[CH2:20][CH2:21][C@:22]3([C:26]4([CH2:30][O:29][CH2:28][O:27]4)[O:25][CH2:24][O:23]3)[C@@:4]2([CH3:31])[CH2:3]1.[F:32][C:33]1[CH:34]=[C:35]([NH:40][NH2:41])[CH:36]=[CH:37][C:38]=1[F:39], predict the reaction product. The product is: [F:32][C:33]1[CH:34]=[C:35]([N:40]2[C:11]3[CH:10]=[C:9]4[CH2:8][CH2:7][C@H:6]5[C@H:15]([C@:14]4([CH3:16])[CH2:13][C:12]=3[CH:17]=[N:41]2)[C@H:2]([OH:1])[CH2:3][C@@:4]2([CH3:31])[C@@:22]3([CH2:21][CH2:20][C@H:5]52)[C:26]2([CH2:30][O:29][CH2:28][O:27]2)[O:25][CH2:24][O:23]3)[CH:36]=[CH:37][C:38]=1[F:39]. (4) Given the reactants CN(C(ON1N=NC2C=CC=NC1=2)=[N+](C)C)C.F[P-](F)(F)(F)(F)F.[F:25][C:26]1([F:41])[O:30][C:29]2[CH:31]=[CH:32][C:33]([C:35]3([C:38]([OH:40])=O)[CH2:37][CH2:36]3)=[CH:34][C:28]=2[O:27]1.[NH2:42][C:43]1[CH:44]=[C:45]2[CH:51]=[C:50]([C:52]([CH3:55])([CH3:54])[CH3:53])[N:49]([CH2:56][CH2:57][OH:58])[C:46]2=[CH:47][N:48]=1.C(N(CC)CC)C, predict the reaction product. The product is: [C:52]([C:50]1[N:49]([CH2:56][CH2:57][OH:58])[C:46]2=[CH:47][N:48]=[C:43]([NH:42][C:38]([C:35]3([C:33]4[CH:32]=[CH:31][C:29]5[O:30][C:26]([F:25])([F:41])[O:27][C:28]=5[CH:34]=4)[CH2:36][CH2:37]3)=[O:40])[CH:44]=[C:45]2[CH:51]=1)([CH3:55])([CH3:53])[CH3:54].